From a dataset of Full USPTO retrosynthesis dataset with 1.9M reactions from patents (1976-2016). Predict the reactants needed to synthesize the given product. (1) Given the product [NH2:19][C:18](=[N:30][OH:31])[CH:15]1[CH2:14][CH2:13][N:12]([C:7]2[CH:6]=[CH:5][C:4]3[C:9](=[CH:10][CH:11]=[C:2]([Cl:1])[C:3]=3[NH:20][C:21](=[O:29])[CH2:22][CH:23]3[CH2:28][CH2:27][CH2:26][CH2:25][CH2:24]3)[N:8]=2)[CH2:17][CH2:16]1, predict the reactants needed to synthesize it. The reactants are: [Cl:1][C:2]1[C:3]([NH:20][C:21](=[O:29])[CH2:22][CH:23]2[CH2:28][CH2:27][CH2:26][CH2:25][CH2:24]2)=[C:4]2[C:9](=[CH:10][CH:11]=1)[N:8]=[C:7]([N:12]1[CH2:17][CH2:16][CH:15]([C:18]#[N:19])[CH2:14][CH2:13]1)[CH:6]=[CH:5]2.[NH2:30][OH:31]. (2) The reactants are: Cl.[C:2]([CH2:4][NH:5][C:6]([C@@H:8]1[CH2:12][C@@H:11]([S:13]([C:16]2[CH:21]=[CH:20][CH:19]=[CH:18][C:17]=2[C:22]([F:25])([F:24])[F:23])(=[O:15])=[O:14])[CH2:10][NH:9]1)=[O:7])#[N:3].[F:26][C:27]1[CH:35]=[CH:34][C:30]([C:31](O)=[O:32])=[CH:29][CH:28]=1. Given the product [C:2]([CH2:4][NH:5][C:6]([C@@H:8]1[CH2:12][C@@H:11]([S:13]([C:16]2[CH:21]=[CH:20][CH:19]=[CH:18][C:17]=2[C:22]([F:25])([F:23])[F:24])(=[O:15])=[O:14])[CH2:10][N:9]1[C:31](=[O:32])[C:30]1[CH:34]=[CH:35][C:27]([F:26])=[CH:28][CH:29]=1)=[O:7])#[N:3], predict the reactants needed to synthesize it. (3) Given the product [F:11][C:7]1[C:4]([C:5]#[N:6])=[C:3]([OH:2])[CH:10]=[CH:9][CH:8]=1, predict the reactants needed to synthesize it. The reactants are: C[O:2][C:3]1[CH:10]=[CH:9][CH:8]=[C:7]([F:11])[C:4]=1[C:5]#[N:6].Cl.N1C=CC=CC=1. (4) Given the product [CH3:11][O:10][C:7]1[CH:6]=[C:5]2[C:4](=[CH:9][CH:8]=1)[C:3](=[O:2])[NH:15][CH2:12]2, predict the reactants needed to synthesize it. The reactants are: C[O:2][C:3](=O)[C:4]1[CH:9]=[CH:8][C:7]([O:10][CH3:11])=[CH:6][C:5]=1[CH2:12]Br.[NH3:15]. (5) Given the product [CH3:50][N:48]([CH3:49])[CH2:47][CH2:46][NH:36][C:25](=[O:26])[C:24]1[CH:23]=[CH:22][C:21]([C:18]2[N:17]=[C:16]3[N:12]([CH2:11][C:7]4[CH:6]=[C:5]5[C:10](=[CH:9][CH:8]=4)[N:1]=[CH:2][CH:3]=[CH:4]5)[N:13]=[N:14][C:15]3=[CH:20][CH:19]=2)=[CH:29][CH:28]=1, predict the reactants needed to synthesize it. The reactants are: [N:1]1[C:10]2[C:5](=[CH:6][C:7]([CH2:11][N:12]3[C:16]4=[N:17][C:18]([C:21]5[CH:29]=[CH:28][C:24]([C:25](O)=[O:26])=[CH:23][CH:22]=5)=[CH:19][CH:20]=[C:15]4[N:14]=[N:13]3)=[CH:8][CH:9]=2)[CH:4]=[CH:3][CH:2]=1.C1C=CC2N(O)N=[N:36]C=2C=1.CCN=C=NC[CH2:46][CH2:47][N:48]([CH3:50])[CH3:49].Cl.C(N(CC)CC)C. (6) Given the product [NH2:5][C:6]1[CH:10]=[C:9]([CH2:11][C:12]([NH:14][C:15]2[CH:20]=[CH:19][CH:18]=[C:17]([F:21])[CH:16]=2)=[O:13])[NH:8][N:7]=1, predict the reactants needed to synthesize it. The reactants are: FC(F)(F)C([NH:5][C:6]1[CH:10]=[C:9]([CH2:11][C:12]([NH:14][C:15]2[CH:20]=[CH:19][CH:18]=[C:17]([F:21])[CH:16]=2)=[O:13])[NH:8][N:7]=1)=O.C(=O)([O-])O.[Na+].